This data is from Catalyst prediction with 721,799 reactions and 888 catalyst types from USPTO. The task is: Predict which catalyst facilitates the given reaction. (1) Reactant: [CH2:1]([N:8]1[CH2:13][CH2:12][N:11]([C:14]([C:16]2[N:17]=[CH:18][N:19]([C@H:27]3[CH2:32][CH2:31][CH2:30][CH2:29][C@@H:28]3[NH2:33])[C:20]=2[C:21]2[CH:26]=[CH:25][CH:24]=[CH:23][CH:22]=2)=[O:15])[C@H:10]([CH2:34][C:35]2[CH:40]=[C:39]([F:41])[CH:38]=[C:37]([F:42])[CH:36]=2)[CH2:9]1)[C:2]1[CH:7]=[CH:6][CH:5]=[CH:4][CH:3]=1.[C:43](Cl)(=[O:48])[O:44][CH2:45][CH2:46][CH3:47].C(=O)(O)[O-].[Na+]. Product: [CH2:1]([N:8]1[CH2:13][CH2:12][N:11]([C:14]([C:16]2[N:17]=[CH:18][N:19]([C@H:27]3[CH2:32][CH2:31][CH2:30][CH2:29][C@@H:28]3[NH:33][C:43](=[O:48])[O:44][CH2:45][CH2:46][CH3:47])[C:20]=2[C:21]2[CH:22]=[CH:23][CH:24]=[CH:25][CH:26]=2)=[O:15])[C@H:10]([CH2:34][C:35]2[CH:40]=[C:39]([F:41])[CH:38]=[C:37]([F:42])[CH:36]=2)[CH2:9]1)[C:2]1[CH:7]=[CH:6][CH:5]=[CH:4][CH:3]=1. The catalyst class is: 251. (2) Reactant: [Br:1][C:2]1[N:3]=[C:4]([CH:22]2[CH2:24][CH2:23]2)[N:5]([CH2:14][O:15][CH2:16][CH2:17][Si:18]([CH3:21])([CH3:20])[CH3:19])[C:6]=1[C:7]1[CH:12]=[CH:11][N:10]=[C:9](Cl)[N:8]=1.[NH4+:25].[OH-]. Product: [Br:1][C:2]1[N:3]=[C:4]([CH:22]2[CH2:24][CH2:23]2)[N:5]([CH2:14][O:15][CH2:16][CH2:17][Si:18]([CH3:21])([CH3:20])[CH3:19])[C:6]=1[C:7]1[CH:12]=[CH:11][N:10]=[C:9]([NH2:25])[N:8]=1. The catalyst class is: 38. (3) Reactant: [CH3:1][O:2][N:3]1[CH2:8][CH2:7][C:6](=[O:9])[CH2:5][CH2:4]1.[BH4-].[Na+]. The catalyst class is: 8. Product: [CH3:1][O:2][N:3]1[CH2:8][CH2:7][CH:6]([OH:9])[CH2:5][CH2:4]1. (4) Reactant: [CH2:1]1[O:14][C:13]2[CH:12]=[CH:11][C:5]([CH:6]=[CH:7][C:8]([OH:10])=[O:9])=[CH:4][C:3]=2[O:2]1.[H][H].P([O-])([O-])([O-])=O.P([O-])(O)(O)=O.[K+].[C:28](#N)[CH3:29]. Product: [CH2:28]([O:9][C:8](=[O:10])[CH2:7][CH2:6][C:5]1[CH:11]=[CH:12][C:13]2[O:14][CH2:1][O:2][C:3]=2[CH:4]=1)[CH3:29]. The catalyst class is: 29. (5) Reactant: C1(C(C2C=CC=CC=2)(C2C=CC=CC=2)[N:8]2[CH:12]=[C:11](I)[N:10]=[CH:9]2)C=CC=CC=1.C([Mg]Br)C.[CH3:30][O:31][C:32]1[CH:40]=[C:39]2[C:35]([CH2:36][CH2:37][C:38]2=O)=[CH:34][C:33]=1[CH3:42].[Cl-].[NH4+]. Product: [NH:8]1[C:12]([C:38]2[C:39]3[C:35](=[CH:34][C:33]([CH3:42])=[C:32]([O:31][CH3:30])[CH:40]=3)[CH2:36][CH:37]=2)=[CH:11][N:10]=[CH:9]1. The catalyst class is: 2. (6) Reactant: [Br:1][C:2]1[N:7]=[C:6]([CH3:8])[C:5]([OH:9])=[CH:4][CH:3]=1.[C:10]([O-])([O-])=O.[Cs+].[Cs+].IC. Product: [Br:1][C:2]1[N:7]=[C:6]([CH3:8])[C:5]([O:9][CH3:10])=[CH:4][CH:3]=1. The catalyst class is: 210. (7) Reactant: [CH:1]12[CH2:7][CH:4]([CH:5]=[CH:6]1)[CH2:3][CH:2]2[NH:8][C:9]([NH:11][NH2:12])=[S:10].[N:13]1[CH:18]=[CH:17][CH:16]=[CH:15][C:14]=1[CH:19]=O.C(O)(=O)C. Product: [CH:1]12[CH2:7][CH:4]([CH:5]=[CH:6]1)[CH2:3][CH:2]2[NH:8][C:9](=[S:10])[NH:11][N:12]=[CH:19][C:14]1[CH:15]=[CH:16][CH:17]=[CH:18][N:13]=1. The catalyst class is: 8.